Dataset: NCI-60 drug combinations with 297,098 pairs across 59 cell lines. Task: Regression. Given two drug SMILES strings and cell line genomic features, predict the synergy score measuring deviation from expected non-interaction effect. (1) Drug 1: C1=NC2=C(N1)C(=S)N=CN2. Drug 2: CC(C)NC(=O)C1=CC=C(C=C1)CNNC.Cl. Cell line: ACHN. Synergy scores: CSS=6.11, Synergy_ZIP=-3.10, Synergy_Bliss=-0.0640, Synergy_Loewe=-13.4, Synergy_HSA=-1.99. (2) Drug 1: CNC(=O)C1=CC=CC=C1SC2=CC3=C(C=C2)C(=NN3)C=CC4=CC=CC=N4. Drug 2: C#CCC(CC1=CN=C2C(=N1)C(=NC(=N2)N)N)C3=CC=C(C=C3)C(=O)NC(CCC(=O)O)C(=O)O. Cell line: T-47D. Synergy scores: CSS=4.36, Synergy_ZIP=1.12, Synergy_Bliss=2.05, Synergy_Loewe=1.29, Synergy_HSA=1.31.